Dataset: Forward reaction prediction with 1.9M reactions from USPTO patents (1976-2016). Task: Predict the product of the given reaction. The product is: [Cl:10][C:11]1[CH:12]=[N:13][CH:14]=[C:15]([Cl:19])[C:16]=1[C:17]1[N:9]=[C:6]2[CH:5]=[CH:4][C:3]([O:2][CH3:1])=[CH:8][N:7]2[C:21]=1[NH:20][C:22]1[CH:31]=[CH:30][C:25]2[O:26][CH2:27][CH2:28][O:29][C:24]=2[CH:23]=1. Given the reactants [CH3:1][O:2][C:3]1[CH:4]=[CH:5][C:6]([NH2:9])=[N:7][CH:8]=1.[Cl:10][C:11]1[CH:12]=[N:13][CH:14]=[C:15]([Cl:19])[C:16]=1[CH:17]=O.[N+:20]([C:22]1[CH:31]=[CH:30][C:25]2[O:26][CH2:27][CH2:28][O:29][C:24]=2[CH:23]=1)#[C-:21], predict the reaction product.